This data is from Peptide-MHC class I binding affinity with 185,985 pairs from IEDB/IMGT. The task is: Regression. Given a peptide amino acid sequence and an MHC pseudo amino acid sequence, predict their binding affinity value. This is MHC class I binding data. (1) The MHC is HLA-B40:01 with pseudo-sequence HLA-B40:01. The binding affinity (normalized) is 0.0540. The peptide sequence is AEGSRGGSQA. (2) The peptide sequence is SQCQAIHNV. The MHC is HLA-A02:03 with pseudo-sequence HLA-A02:03. The binding affinity (normalized) is 0.488.